This data is from Peptide-MHC class II binding affinity with 134,281 pairs from IEDB. The task is: Regression. Given a peptide amino acid sequence and an MHC pseudo amino acid sequence, predict their binding affinity value. This is MHC class II binding data. (1) The peptide sequence is AFKYAATAANAAPAN. The MHC is DRB1_0901 with pseudo-sequence DRB1_0901. The binding affinity (normalized) is 0.731. (2) The peptide sequence is RSLWIIFSKNLNIKL. The MHC is HLA-DQA10401-DQB10402 with pseudo-sequence HLA-DQA10401-DQB10402. The binding affinity (normalized) is 0.0169. (3) The MHC is HLA-DQA10201-DQB10303 with pseudo-sequence HLA-DQA10201-DQB10303. The peptide sequence is LSEFGKAKGSRAIWY. The binding affinity (normalized) is 0.399.